Predict the reactants needed to synthesize the given product. From a dataset of Full USPTO retrosynthesis dataset with 1.9M reactions from patents (1976-2016). (1) Given the product [CH2:1]([O:8][C:9]([N:11]1[CH:15]([C:16]([OH:18])=[O:17])[CH2:14][S:13][C@@H:12]1[CH:19]1[CH2:24][CH2:23][CH2:22][N:21]([C:34](=[O:36])[CH3:35])[CH2:20]1)=[O:10])[C:2]1[CH:3]=[CH:4][CH:5]=[CH:6][CH:7]=1, predict the reactants needed to synthesize it. The reactants are: [CH2:1]([O:8][C:9]([N:11]1[CH:15]([C:16]([OH:18])=[O:17])[CH2:14][S:13][C@@H:12]1[CH:19]1[CH2:24][CH2:23][CH2:22][NH:21][CH2:20]1)=[O:10])[C:2]1[CH:7]=[CH:6][CH:5]=[CH:4][CH:3]=1.CCN(C(C)C)C(C)C.[C:34](OC(=O)C)(=[O:36])[CH3:35]. (2) Given the product [NH:16]1[C:12]([C:4]2[CH:5]=[CH:6][C:7]([NH2:9])=[CH:8][C:3]=2[O:2][CH3:1])=[CH:13][N:14]=[CH:15]1, predict the reactants needed to synthesize it. The reactants are: [CH3:1][O:2][C:3]1[CH:8]=[C:7]([N+:9]([O-])=O)[CH:6]=[CH:5][C:4]=1[C:12]1[N:16](C(C2C=CC=CC=2)(C2C=CC=CC=2)C2C=CC=CC=2)[CH:15]=[N:14][CH:13]=1. (3) Given the product [Cl:26][C:16]1[CH:15]=[C:14]([CH2:13][N:6]2[C:2]([CH3:1])=[CH:3][C:4]([C:7]([O:9][CH2:10][CH3:11])=[O:8])=[N:5]2)[C:22]2[O:21][C:20]([CH2:23][CH2:24][CH3:25])=[CH:19][C:18]=2[CH:17]=1, predict the reactants needed to synthesize it. The reactants are: [CH3:1][C:2]1[NH:6][N:5]=[C:4]([C:7]([O:9][CH2:10][CH3:11])=[O:8])[CH:3]=1.Br[CH2:13][C:14]1[C:22]2[O:21][C:20]([CH2:23][CH2:24][CH3:25])=[CH:19][C:18]=2[CH:17]=[C:16]([Cl:26])[CH:15]=1.C(=O)([O-])[O-].[K+].[K+]. (4) Given the product [Br:1][C:2]1[CH:3]=[C:4]([NH:5][C:15](=[O:16])[CH:14]=[C:13]([CH3:18])[CH3:12])[CH:6]=[CH:7][C:8]=1[CH3:9], predict the reactants needed to synthesize it. The reactants are: [Br:1][C:2]1[CH:3]=[C:4]([CH:6]=[CH:7][C:8]=1[CH3:9])[NH2:5].[OH-].[Na+].[CH3:12][C:13]([CH3:18])=[CH:14][C:15](Cl)=[O:16]. (5) The reactants are: [CH2:1]([Mg]Br)[CH3:2].[Br:5][C:6]1[CH:7]=[C:8]2[N:16]([CH3:17])[CH:15]=[CH:14][C:9]2=[N:10][C:11]=1[C:12]#[N:13].[BH4-].[Na+]. Given the product [Br:5][C:6]1[CH:7]=[C:8]2[N:16]([CH3:17])[CH:15]=[CH:14][C:9]2=[N:10][C:11]=1[CH:12]([NH2:13])[CH2:1][CH3:2], predict the reactants needed to synthesize it. (6) Given the product [CH:1]1([C:40]2[C:48]3[C:44](=[CH:45][N:46]([CH3:49])[N:47]=3)[CH:43]=[C:42]([N+:50]([O-:52])=[O:51])[CH:41]=2)[CH2:3][CH2:2]1, predict the reactants needed to synthesize it. The reactants are: [CH:1]1(B(O)O)[CH2:3][CH2:2]1.F[B-](F)(F)F.C1(P(C2CCCCC2)C2CCCCC2)CCCCC1.P([O-])([O-])([O-])=O.[K+].[K+].[K+].Br[C:40]1[C:48]2[C:44](=[CH:45][N:46]([CH3:49])[N:47]=2)[CH:43]=[C:42]([N+:50]([O-:52])=[O:51])[CH:41]=1.